From a dataset of Reaction yield outcomes from USPTO patents with 853,638 reactions. Predict the reaction yield, written as a fraction of the theoretical maximum amount of product (1.0 means a 100% yield; for example, 0.34 means a 34% yield). (1) The reactants are [OH-].[Na+].[CH3:3][O:4][CH2:5][CH2:6][O:7][CH2:8][CH2:9][O:10][CH2:11][CH2:12][OH:13].[C:14]1([CH3:24])[CH:19]=[CH:18][C:17]([S:20](Cl)(=[O:22])=[O:21])=[CH:16][CH:15]=1.C(Cl)Cl. The catalyst is O.C1COCC1. The product is [CH3:24][C:14]1[CH:19]=[CH:18][C:17]([S:20]([O:13][CH2:12][CH2:11][O:10][CH2:9][CH2:8][O:7][CH2:6][CH2:5][O:4][CH3:3])(=[O:22])=[O:21])=[CH:16][CH:15]=1. The yield is 0.830. (2) The reactants are [C:1]1([C:7]2[CH:12]=[C:11]([N:13]3[CH2:18][CH2:17][NH:16][CH2:15][CH2:14]3)[N:10]=[N:9][C:8]=2[C:19]([F:22])([F:21])[F:20])[CH:6]=[CH:5][CH:4]=[CH:3][CH:2]=1.[ClH:23].CC(O)C. The catalyst is CC(=O)CC. The product is [ClH:23].[C:1]1([C:7]2[CH:12]=[C:11]([N:13]3[CH2:14][CH2:15][NH:16][CH2:17][CH2:18]3)[N:10]=[N:9][C:8]=2[C:19]([F:22])([F:21])[F:20])[CH:2]=[CH:3][CH:4]=[CH:5][CH:6]=1. The yield is 0.580. (3) The reactants are [NH2:1][C:2]1[CH:10]=[CH:9][C:5]([C:6]([OH:8])=[O:7])=[CH:4][C:3]=1[O:11][CH3:12].[F:13][C:14]1([F:20])[CH2:17][CH:16]([CH:18]=O)[CH2:15]1.C(O[BH-](OC(=O)C)OC(=O)C)(=O)C.[Na+].C(O)(=O)C.C(O)(C(F)(F)F)=O.[OH-].[Na+]. The catalyst is ClCCCl.C(Cl)Cl. The product is [F:13][C:14]1([F:20])[CH2:17][CH:16]([CH2:18][NH:1][C:2]2[CH:10]=[CH:9][C:5]([C:6]([OH:8])=[O:7])=[CH:4][C:3]=2[O:11][CH3:12])[CH2:15]1. The yield is 0.0510. (4) The reactants are [N:1]1[N:9]2[C:4]([CH2:5][O:6][CH2:7][CH2:8]2)=[CH:3][C:2]=1[NH2:10].Br[C:12]1[C:13](=[O:20])[N:14]([CH3:19])[CH:15]=[C:16]([Br:18])[CH:17]=1.C(=O)([O-])[O-].[Cs+].[Cs+].CC1(C)C2C(=C(P(C3C=CC=CC=3)C3C=CC=CC=3)C=CC=2)OC2C(P(C3C=CC=CC=3)C3C=CC=CC=3)=CC=CC1=2. The catalyst is C1C=CC(/C=C/C(/C=C/C2C=CC=CC=2)=O)=CC=1.C1C=CC(/C=C/C(/C=C/C2C=CC=CC=2)=O)=CC=1.C1C=CC(/C=C/C(/C=C/C2C=CC=CC=2)=O)=CC=1.[Pd].[Pd].O1CCOCC1. The product is [Br:18][C:16]1[CH:17]=[C:12]([NH:10][C:2]2[CH:3]=[C:4]3[CH2:5][O:6][CH2:7][CH2:8][N:9]3[N:1]=2)[C:13](=[O:20])[N:14]([CH3:19])[CH:15]=1. The yield is 0.310. (5) The reactants are [Cl:1][C:2]1[C:3]([C:27]2[C:35]3[C:30](=[CH:31][CH:32]=[CH:33][CH:34]=3)[NH:29][CH:28]=2)=[N:4][C:5]([NH:8][C:9]2[CH:14]=[C:13]([N+:15]([O-])=O)[C:12]([N:18]3[CH2:21][CH:20]([N:22]([CH3:24])[CH3:23])[CH2:19]3)=[CH:11][C:10]=2[O:25][CH3:26])=[N:6][CH:7]=1.[NH4+].[Cl-]. The catalyst is C(O)C.O.[Fe]. The product is [Cl:1][C:2]1[C:3]([C:27]2[C:35]3[C:30](=[CH:31][CH:32]=[CH:33][CH:34]=3)[NH:29][CH:28]=2)=[N:4][C:5]([NH:8][C:9]2[C:10]([O:25][CH3:26])=[CH:11][C:12]([N:18]3[CH2:21][CH:20]([N:22]([CH3:24])[CH3:23])[CH2:19]3)=[C:13]([NH2:15])[CH:14]=2)=[N:6][CH:7]=1. The yield is 0.990. (6) The reactants are [CH:1]1([S:4]([NH2:7])(=[O:6])=[O:5])[CH2:3][CH2:2]1.C(=O)([O-])[O-].[K+].[K+].Cl[C:15]([O:17][CH2:18][CH3:19])=[O:16].Cl. The catalyst is CC(C)=O.O. The product is [CH:1]1([S:4]([NH:7][C:15](=[O:16])[O:17][CH2:18][CH3:19])(=[O:6])=[O:5])[CH2:3][CH2:2]1. The yield is 0.630. (7) The reactants are [Cl:1][C:2]1[CH:3]=[C:4]([CH:7]=[CH:8][CH:9]=1)[CH2:5]Cl.[H-].[Na+].[F:12][C:13]([F:22])([F:21])[CH2:14][CH2:15][CH:16]([C:19]#[N:20])[C:17]#[N:18]. The catalyst is CN(C)C=O. The product is [Cl:1][C:2]1[CH:3]=[C:4]([CH:7]=[CH:8][CH:9]=1)[CH2:5][C:16]([CH2:15][CH2:14][C:13]([F:12])([F:21])[F:22])([C:17]#[N:18])[C:19]#[N:20]. The yield is 0.420. (8) The reactants are [OH-].[K+].[CH3:3][O:4][C:5]1[CH:6]=[CH:7][CH:8]=[C:9]2[C:13]=1[NH:12][CH:11]=[CH:10]2.Br[CH2:15][CH2:16][CH2:17][Cl:18]. The catalyst is CS(C)=O. The product is [Cl:18][CH2:17][CH2:16][CH2:15][N:12]1[C:13]2[C:9](=[CH:8][CH:7]=[CH:6][C:5]=2[O:4][CH3:3])[CH:10]=[CH:11]1. The yield is 0.910.